The task is: Predict which catalyst facilitates the given reaction.. This data is from Catalyst prediction with 721,799 reactions and 888 catalyst types from USPTO. (1) Reactant: [CH3:1][O:2][C:3]1[CH:4]=[C:5]2[C:10](=[CH:11][CH:12]=1)[CH:9]=[C:8]([C:13](=O)[CH2:14][CH2:15][CH2:16][CH2:17][CH2:18][CH3:19])[CH:7]=[CH:6]2.Cl.[CH2:22]([N:29]([C:31]1[CH:36]=[CH:35][CH:34]=[CH:33][CH:32]=1)N)[C:23]1[CH:28]=[CH:27][CH:26]=[CH:25][CH:24]=1. Product: [CH2:22]([N:29]1[C:31]2[C:36](=[CH:35][CH:34]=[CH:33][CH:32]=2)[C:14]([CH2:15][CH2:16][CH2:17][CH2:18][CH3:19])=[C:13]1[C:8]1[CH:7]=[CH:6][C:5]2[C:10](=[CH:11][CH:12]=[C:3]([O:2][CH3:1])[CH:4]=2)[CH:9]=1)[C:23]1[CH:28]=[CH:27][CH:26]=[CH:25][CH:24]=1. The catalyst class is: 361. (2) Reactant: [Cl:1][C:2]1[CH:9]=[CH:8][C:5](C#N)=[C:4]([CH3:10])[CH:3]=1.C[Mg]I.C([O:16][CH2:17][CH3:18])C. Product: [Cl:1][C:2]1[CH:9]=[CH:8][C:5]([C:17](=[O:16])[CH3:18])=[C:4]([CH3:10])[CH:3]=1. The catalyst class is: 48.